This data is from Peptide-MHC class I binding affinity with 185,985 pairs from IEDB/IMGT. The task is: Regression. Given a peptide amino acid sequence and an MHC pseudo amino acid sequence, predict their binding affinity value. This is MHC class I binding data. (1) The peptide sequence is KNDAVYIGY. The MHC is HLA-A31:01 with pseudo-sequence HLA-A31:01. The binding affinity (normalized) is 0.0847. (2) The peptide sequence is KYRYGTFLY. The MHC is HLA-A30:01 with pseudo-sequence HLA-A30:01. The binding affinity (normalized) is 0.993. (3) The peptide sequence is LLDEGKQSL. The MHC is HLA-A02:19 with pseudo-sequence HLA-A02:19. The binding affinity (normalized) is 0.898. (4) The peptide sequence is LRTMSYKAIDM. The MHC is Mamu-B03 with pseudo-sequence Mamu-B03. The binding affinity (normalized) is 0.0356. (5) The peptide sequence is PDPPTNTPEAL. The MHC is Mamu-A01 with pseudo-sequence Mamu-A01. The binding affinity (normalized) is 0. (6) The peptide sequence is NLAAQTHLY. The MHC is HLA-A02:16 with pseudo-sequence HLA-A02:16. The binding affinity (normalized) is 0.0847. (7) The peptide sequence is ALAVLSKCY. The MHC is HLA-A30:02 with pseudo-sequence HLA-A30:02. The binding affinity (normalized) is 0.797.